Dataset: TCR-epitope binding with 47,182 pairs between 192 epitopes and 23,139 TCRs. Task: Binary Classification. Given a T-cell receptor sequence (or CDR3 region) and an epitope sequence, predict whether binding occurs between them. (1) The epitope is IVDTVSALV. The TCR CDR3 sequence is CASSQEIGTEPNEKLFF. Result: 0 (the TCR does not bind to the epitope). (2) The epitope is AYILFTRFFYV. The TCR CDR3 sequence is CASSQDGLAGGHGNEQFF. Result: 1 (the TCR binds to the epitope). (3) The epitope is QECVRGTTVL. The TCR CDR3 sequence is CASALGARGRAYEQYF. Result: 0 (the TCR does not bind to the epitope).